Dataset: NCI-60 drug combinations with 297,098 pairs across 59 cell lines. Task: Regression. Given two drug SMILES strings and cell line genomic features, predict the synergy score measuring deviation from expected non-interaction effect. (1) Drug 1: CCN(CC)CCNC(=O)C1=C(NC(=C1C)C=C2C3=C(C=CC(=C3)F)NC2=O)C. Drug 2: C1CNP(=O)(OC1)N(CCCl)CCCl. Cell line: HT29. Synergy scores: CSS=11.1, Synergy_ZIP=-3.38, Synergy_Bliss=-2.82, Synergy_Loewe=1.97, Synergy_HSA=-5.56. (2) Drug 1: CNC(=O)C1=CC=CC=C1SC2=CC3=C(C=C2)C(=NN3)C=CC4=CC=CC=N4. Synergy scores: CSS=4.21, Synergy_ZIP=6.73, Synergy_Bliss=8.24, Synergy_Loewe=3.63, Synergy_HSA=7.38. Drug 2: C1=CC=C(C(=C1)C(C2=CC=C(C=C2)Cl)C(Cl)Cl)Cl. Cell line: HCC-2998. (3) Drug 1: C1C(C(OC1N2C=NC3=C(N=C(N=C32)Cl)N)CO)O. Drug 2: CC12CCC3C(C1CCC2O)C(CC4=C3C=CC(=C4)O)CCCCCCCCCS(=O)CCCC(C(F)(F)F)(F)F. Cell line: MALME-3M. Synergy scores: CSS=20.9, Synergy_ZIP=-3.65, Synergy_Bliss=1.79, Synergy_Loewe=-9.58, Synergy_HSA=-1.77. (4) Drug 1: CC(C1=C(C=CC(=C1Cl)F)Cl)OC2=C(N=CC(=C2)C3=CN(N=C3)C4CCNCC4)N. Drug 2: C1=C(C(=O)NC(=O)N1)N(CCCl)CCCl. Cell line: SNB-19. Synergy scores: CSS=31.2, Synergy_ZIP=-1.46, Synergy_Bliss=2.09, Synergy_Loewe=0.854, Synergy_HSA=2.45. (5) Drug 1: CC1=CC=C(C=C1)C2=CC(=NN2C3=CC=C(C=C3)S(=O)(=O)N)C(F)(F)F. Drug 2: CC(C)NC(=O)C1=CC=C(C=C1)CNNC.Cl. Cell line: DU-145. Synergy scores: CSS=-1.85, Synergy_ZIP=1.30, Synergy_Bliss=0.535, Synergy_Loewe=-5.96, Synergy_HSA=-4.43. (6) Drug 1: CC12CCC3C(C1CCC2=O)CC(=C)C4=CC(=O)C=CC34C. Drug 2: C(CC(=O)O)C(=O)CN.Cl. Cell line: OVCAR-8. Synergy scores: CSS=63.8, Synergy_ZIP=2.09, Synergy_Bliss=1.24, Synergy_Loewe=-22.6, Synergy_HSA=-0.00483. (7) Drug 1: COC1=CC(=CC(=C1O)OC)C2C3C(COC3=O)C(C4=CC5=C(C=C24)OCO5)OC6C(C(C7C(O6)COC(O7)C8=CC=CS8)O)O. Drug 2: C1=CN(C(=O)N=C1N)C2C(C(C(O2)CO)O)O.Cl. Cell line: SN12C. Synergy scores: CSS=42.3, Synergy_ZIP=-6.25, Synergy_Bliss=-5.55, Synergy_Loewe=-3.11, Synergy_HSA=-1.19.